Dataset: Catalyst prediction with 721,799 reactions and 888 catalyst types from USPTO. Task: Predict which catalyst facilitates the given reaction. (1) Reactant: [BH4-].[Na+].[CH2:3]([C:7]1[CH:15]=[CH:14][C:10]([C:11]([NH2:13])=[O:12])=[CH:9][C:8]=1[N+:16]([O-])=O)[CH:4]([CH3:6])[CH3:5].O. Product: [NH2:16][C:8]1[CH:9]=[C:10]([CH:14]=[CH:15][C:7]=1[CH2:3][CH:4]([CH3:6])[CH3:5])[C:11]([NH2:13])=[O:12]. The catalyst class is: 652. (2) Reactant: [NH:1]1[CH2:7][CH2:6][CH2:5][C@H:2]1[CH2:3][OH:4].C(=O)([O-])O.[Na+].Cl[C:14]([O:16][CH2:17][C:18]1[CH:23]=[CH:22][CH:21]=[CH:20][CH:19]=1)=[O:15].[O:24]1[CH:29]=[CH:28][CH2:27][CH2:26][CH2:25]1.C1(C)C=CC(S([O-])(=O)=O)=CC=1.[NH+]1C=CC=CC=1. Product: [CH2:17]([O:16][C:14]([N:1]1[CH2:7][CH2:6][CH2:5][C@H:2]1[CH2:3][O:4][CH:25]1[CH2:26][CH2:27][CH2:28][CH2:29][O:24]1)=[O:15])[C:18]1[CH:23]=[CH:22][CH:21]=[CH:20][CH:19]=1. The catalyst class is: 9. (3) Product: [ClH:44].[ClH:44].[NH2:34][C@H:31]1[CH2:32][CH2:33][N:29]([CH:3]([C:4]2[CH:5]=[CH:6][C:7]3[N:8]([C:10]([C:13]4[CH:22]=[CH:21][C:20]5[C:15](=[CH:16][C:17]([C:23]([NH:24][CH:25]([CH3:27])[CH3:26])=[O:28])=[CH:18][CH:19]=5)[N:14]=4)=[N:11][N:12]=3)[CH:9]=2)[C:2]([F:43])([F:42])[F:1])[CH2:30]1. The catalyst class is: 812. Reactant: [F:1][C:2]([F:43])([F:42])[CH:3]([N:29]1[CH2:33][CH2:32][C@H:31]([NH:34]C(=O)OC(C)(C)C)[CH2:30]1)[C:4]1[CH:5]=[CH:6][C:7]2[N:8]([C:10]([C:13]3[CH:22]=[CH:21][C:20]4[C:15](=[CH:16][C:17]([C:23](=[O:28])[NH:24][CH:25]([CH3:27])[CH3:26])=[CH:18][CH:19]=4)[N:14]=3)=[N:11][N:12]=2)[CH:9]=1.[ClH:44]. (4) Reactant: [CH3:1][O:2][C:3](=[O:13])[C:4]1[CH:12]=[CH:11][C:7]([C:8]([OH:10])=O)=[CH:6][CH:5]=1.ClC1N=C(OC)N=C([O:23][CH3:24])N=1.[CH3:25][N:26]1CCOCC1. Product: [CH3:1][O:2][C:3](=[O:13])[C:4]1[CH:5]=[CH:6][C:7]([C:8]([N:26]([O:23][CH3:24])[CH3:25])=[O:10])=[CH:11][CH:12]=1. The catalyst class is: 1. (5) Reactant: [N:1]([CH:4]([C:6]1[C:15]([C:16]2[CH:21]=[CH:20][CH:19]=[C:18]([F:22])[CH:17]=2)=[C:14]2[C:9]([CH:10]=[CH:11][CH:12]=[N:13]2)=[CH:8][CH:7]=1)[CH3:5])=[N+]=[N-].O.CP(C)C.C(OCC)(=O)C. Product: [F:22][C:18]1[CH:17]=[C:16]([C:15]2[C:6]([CH:4]([NH2:1])[CH3:5])=[CH:7][CH:8]=[C:9]3[C:14]=2[N:13]=[CH:12][CH:11]=[CH:10]3)[CH:21]=[CH:20][CH:19]=1. The catalyst class is: 7. (6) Reactant: [CH3:1][N:2]1[C@@H:12]2[CH2:13][C:14]3[CH:19]=[CH:18][C:17]([OH:20])=[C:16]4[O:21][C@H:6]5[C:7]([CH:9]=[CH:10][C@:11]2([OH:22])[C@:5]5([C:15]=34)[CH2:4][CH2:3]1)=[O:8].[CH:23]1(C=O)[CH2:25][CH2:24]1.C(O[BH-](OC(=O)C)OC(=O)C)(=O)C.[Na+]. Product: [CH:19]1[C:14]2[CH2:13][C@H:12]3[N:2]([CH2:1][CH:23]4[CH2:25][CH2:24]4)[CH2:3][CH2:4][C@:5]45[C@H:6]([C:7]([CH2:9][CH2:10][C@@:11]34[OH:22])=[O:8])[O:21][C:16]([C:15]=25)=[C:17]([OH:20])[CH:18]=1. The catalyst class is: 4. (7) The catalyst class is: 9. Reactant: [C:1]([O:4][CH2:5][C:6]([OH:8])=O)(=[O:3])[CH3:2].[NH2:9][CH2:10][CH:11]([OH:13])[CH3:12].O.OC1C2N=NNC=2C=CC=1.Cl.C(N=C=NCCCN(C)C)C. Product: [C:1]([O:4][CH2:5][C:6](=[O:8])[NH:9][CH2:10][CH:11]([OH:13])[CH3:12])(=[O:3])[CH3:2].